Task: Predict which catalyst facilitates the given reaction.. Dataset: Catalyst prediction with 721,799 reactions and 888 catalyst types from USPTO (1) Reactant: [Cl:1][C:2]1[CH:3]=[C:4]([C:9]2([C:19]([F:22])([F:21])[F:20])[CH2:13][C:12]3[CH:14]=[C:15](I)[CH:16]=[CH:17][C:11]=3[O:10]2)[CH:5]=[C:6]([Cl:8])[CH:7]=1.C(=O)([O-])[O-].[K+].[K+].[F:29][C:30]1[C:35]([N+:36]([O-:38])=[O:37])=[CH:34][CH:33]=[CH:32][C:31]=1B1OC(C)(C)C(C)(C)O1. Product: [Cl:1][C:2]1[CH:3]=[C:4]([C:9]2([C:19]([F:22])([F:21])[F:20])[CH2:13][C:12]3[CH:14]=[C:15]([C:31]4[CH:32]=[CH:33][CH:34]=[C:35]([N+:36]([O-:38])=[O:37])[C:30]=4[F:29])[CH:16]=[CH:17][C:11]=3[O:10]2)[CH:5]=[C:6]([Cl:8])[CH:7]=1. The catalyst class is: 622. (2) Reactant: [NH:1]1[CH2:4][CH:3]([CH2:5][NH:6][C:7]2[C:8]3[S:16][CH:15]=[CH:14][C:9]=3[N:10]=[C:11]([Cl:13])[N:12]=2)[CH2:2]1.C(N(CC)CC)C.[C:24](Cl)(=[O:27])[CH:25]=[CH2:26]. Product: [Cl:13][C:11]1[N:12]=[C:7]([NH:6][CH2:5][CH:3]2[CH2:4][N:1]([C:24](=[O:27])[CH:25]=[CH2:26])[CH2:2]2)[C:8]2[S:16][CH:15]=[CH:14][C:9]=2[N:10]=1. The catalyst class is: 4. (3) Reactant: [CH2:1]([P:4](=[O:11])([O:8][CH2:9][CH3:10])[O:5][CH2:6][CH3:7])[CH:2]=[CH2:3].[CH2:12]([Li])CCC.IC. Product: [CH2:9]([O:8][P:4]([CH:1]([CH3:12])[CH:2]=[CH2:3])([O:5][CH2:6][CH3:7])=[O:11])[CH3:10]. The catalyst class is: 1. (4) Reactant: C(OP(C#[N:10])(=O)OCC)C.[N:11]1[CH:16]=[CH:15][CH:14]=[C:13]([C:17]2[CH:22]=[CH:21][N:20]=[C:19]([NH:23][C:24]3[CH:25]=[C:26]([CH:30]=[CH:31][CH:32]=3)[C:27]([OH:29])=O)[N:18]=2)[CH:12]=1.[CH3:33][N:34]1[CH2:39][CH2:38][N:37]([CH2:40]C2C=CC(N)=CC=2)[CH2:36][CH2:35]1.C(N(CC)CC)C.C(=O)([O-])O.[Na+]. Product: [N:11]1[CH:16]=[CH:15][CH:14]=[C:13]([C:17]2[CH:22]=[CH:21][N:20]=[C:19]([NH:23][C:24]3[CH:25]=[C:26]([CH:30]=[CH:31][CH:32]=3)[C:27]([NH:10][CH2:40][N:37]3[CH2:36][CH2:35][N:34]([CH3:33])[CH2:39][CH2:38]3)=[O:29])[N:18]=2)[CH:12]=1. The catalyst class is: 35. (5) Reactant: [Br:1][C:2]1[CH:3]=[C:4]2[NH:10][CH2:9][C:8]3([CH2:15][CH2:14][O:13][CH2:12][CH2:11]3)[C:5]2=[N:6][CH:7]=1.Cl[C:17]1[C:26]2[C:21](=[C:22]([Cl:27])[CH:23]=[CH:24][CH:25]=2)[N:20]=[C:19]([CH3:28])[C:18]=1[CH3:29].[H-].[Na+]. Product: [Br:1][C:2]1[CH:3]=[C:4]2[N:10]([C:17]3[C:26]4[C:21](=[C:22]([Cl:27])[CH:23]=[CH:24][CH:25]=4)[N:20]=[C:19]([CH3:28])[C:18]=3[CH3:29])[CH2:9][C:8]3([CH2:15][CH2:14][O:13][CH2:12][CH2:11]3)[C:5]2=[N:6][CH:7]=1. The catalyst class is: 3. (6) Reactant: [Cl:1][C:2]1[C:7]([S:8]([CH3:11])(=[O:10])=[O:9])=[CH:6][CH:5]=[CH:4][C:3]=1[C:12]1[CH2:13][CH2:14][N:15]([CH2:18][CH2:19][CH3:20])[CH2:16][CH:17]=1.Cl. Product: [Cl:1][C:2]1[C:7]([S:8]([CH3:11])(=[O:10])=[O:9])=[CH:6][CH:5]=[CH:4][C:3]=1[CH:12]1[CH2:17][CH2:16][N:15]([CH2:18][CH2:19][CH3:20])[CH2:14][CH2:13]1. The catalyst class is: 663. (7) Reactant: C(O[C:5](=[O:7])[CH3:6])(=O)C.[Cl:8][C:9]1[S:13][C:12]2[C:14]3(OC[C:39]([F:41])([F:40])[C:11]=2[CH:10]=1)[CH2:19][CH2:18][N:17]([CH2:20][C:21]1[C:22]([CH3:36])=[N:23][N:24]([C:26]2[C:31]([F:32])=[CH:30][CH:29]=[CH:28][C:27]=2[CH2:33][NH:34][CH3:35])[CH:25]=1)[CH2:16][CH2:15]3.[C:42](=[O:45])(O)[O-].[Na+]. Product: [Cl:8][C:9]1[S:13][C:12]2[C:14]3([O:45][CH2:42][C:39]([F:40])([F:41])[C:11]=2[CH:10]=1)[CH2:15][CH2:16][N:17]([CH2:20][C:21]1[C:22]([CH3:36])=[N:23][N:24]([C:26]2[C:31]([F:32])=[CH:30][CH:29]=[CH:28][C:27]=2[CH2:33][N:34]([CH3:35])[C:5](=[O:7])[CH3:6])[CH:25]=1)[CH2:18][CH2:19]3. The catalyst class is: 4. (8) Reactant: C(N(CC=C)CC1SC=CC=1)C=C.[CH2:14]([N:17]([CH2:21][C:22]1[S:26][C:25]([S:27](Cl)(=[O:29])=[O:28])=[CH:24][CH:23]=1)[CH2:18][CH:19]=[CH2:20])[CH:15]=[CH2:16].COC1C=C(C=CC=1)C(NCC1C=CSC=1S(Cl)(=O)=O)=O.CCCCC.C1C(=O)N(Cl)C(=O)C1.[O:65]1[C:69]2([CH2:74][CH2:73][NH:72][CH2:71][CH2:70]2)[O:68][CH2:67][CH2:66]1.C(N(CC)CC)C. Product: [CH2:14]([N:17]([CH2:18][CH:19]=[CH2:20])[CH2:21][C:22]1[S:26][C:25]([S:27]([N:72]2[CH2:73][CH2:74][C:69]3([O:68][CH2:67][CH2:66][O:65]3)[CH2:70][CH2:71]2)(=[O:29])=[O:28])=[CH:24][CH:23]=1)[CH:15]=[CH2:16]. The catalyst class is: 876. (9) Reactant: [C:1]([O:5][C:6]([NH:8][CH2:9][CH:10]([S:17]([OH:20])(=[O:19])=[O:18])[CH2:11][C:12]([O:14]CC)=[O:13])=[O:7])([CH3:4])([CH3:3])[CH3:2].O.[OH-].[Li+]. Product: [C:1]([O:5][C:6]([NH:8][CH2:9][CH:10]([S:17]([OH:20])(=[O:18])=[O:19])[CH2:11][C:12]([OH:14])=[O:13])=[O:7])([CH3:4])([CH3:2])[CH3:3]. The catalyst class is: 20.